Dataset: Reaction yield outcomes from USPTO patents with 853,638 reactions. Task: Predict the reaction yield, written as a fraction of the theoretical maximum amount of product (1.0 means a 100% yield; for example, 0.34 means a 34% yield). (1) The reactants are [O:1]=[C:2]1[CH:6]=[CH:5][C:4](=[O:7])[N:3]1[CH2:8][CH:9]([S:14]([OH:17])(=[O:16])=[O:15])[CH2:10][C:11]([OH:13])=[O:12].C(Cl)CCl.O[N:23]1[C:27](=[O:28])[CH2:26][CH2:25][C:24]1=[O:29]. The catalyst is CC(N(C)C)=O. The product is [O:7]=[C:4]1[CH:5]=[CH:6][C:2](=[O:1])[N:3]1[CH2:8][CH:9]([S:14]([OH:17])(=[O:15])=[O:16])[CH2:10][C:11]([O:13][N:23]1[C:27](=[O:28])[CH2:26][CH2:25][C:24]1=[O:29])=[O:12]. The yield is 0.750. (2) The reactants are C(OC([NH:8][C@H:9]([C:11]([NH:13][CH:14]1[N:20]=[C:19]([C:21]2[CH:26]=[CH:25][CH:24]=[CH:23][N:22]=2)[C:18]2[CH:27]=[CH:28][CH:29]=[CH:30][C:17]=2[N:16]([CH3:31])[C:15]1=[O:32])=[O:12])[CH3:10])=O)(C)(C)C.C(O)(C(F)(F)F)=O. The catalyst is C(Cl)Cl. The product is [NH2:8][C@H:9]([C:11]([NH:13][CH:14]1[N:20]=[C:19]([C:21]2[CH:26]=[CH:25][CH:24]=[CH:23][N:22]=2)[C:18]2[CH:27]=[CH:28][CH:29]=[CH:30][C:17]=2[N:16]([CH3:31])[C:15]1=[O:32])=[O:12])[CH3:10]. The yield is 0.660. (3) The yield is 0.150. The reactants are Cl[C:2]([O:4][CH3:5])=[O:3].[NH2:6][CH:7]([CH2:11][CH2:12][S:13]([CH3:16])(=[O:15])=[O:14])[C:8]([OH:10])=[O:9].[OH-].[Na+].O. The product is [CH3:16][S:13]([CH2:12][CH2:11][CH:7]([NH:6][C:2]([O:4][CH3:5])=[O:3])[C:8]([OH:10])=[O:9])(=[O:14])=[O:15]. The catalyst is C1COCC1. (4) The reactants are [C:1]([O:5][C:6]([NH:8][C:9]1([C:15]([O:17][CH3:18])=[O:16])[CH2:14][CH2:13][NH:12][CH2:11][CH2:10]1)=[O:7])([CH3:4])([CH3:3])[CH3:2].[Br:19][C:20]1[CH:21]=[N:22][C:23](Cl)=[N:24][CH:25]=1.CCCCCC. The product is [Br:19][C:20]1[CH:21]=[N:22][C:23]([N:12]2[CH2:13][CH2:14][C:9]([NH:8][C:6]([O:5][C:1]([CH3:4])([CH3:3])[CH3:2])=[O:7])([C:15]([O:17][CH3:18])=[O:16])[CH2:10][CH2:11]2)=[N:24][CH:25]=1. The catalyst is CCO. The yield is 0.520. (5) The reactants are [Cl:1][C:2]1[CH:10]=[CH:9][C:5]([CH2:6][NH:7][CH3:8])=[CH:4][CH:3]=1.C(N(CC)C(C)C)(C)C.Cl[C:21]1[S:22][C:23]([CH:27]=[O:28])=[C:24]([Cl:26])[N:25]=1. The catalyst is O1CCCC1. The product is [Cl:26][C:24]1[N:25]=[C:21]([N:7]([CH2:6][C:5]2[CH:9]=[CH:10][C:2]([Cl:1])=[CH:3][CH:4]=2)[CH3:8])[S:22][C:23]=1[CH:27]=[O:28]. The yield is 0.900.